Dataset: Forward reaction prediction with 1.9M reactions from USPTO patents (1976-2016). Task: Predict the product of the given reaction. (1) Given the reactants Br[CH2:2][C:3]1[C:8]([CH:9]2[CH2:11][CH2:10]2)=[CH:7][CH:6]=[CH:5][C:4]=1[N:12]1[C:16](=[O:17])[N:15]([CH3:18])[N:14]=[N:13]1.[CH3:19][O:20][C:21]1[CH:26]=[CH:25][CH:24]=[CH:23][C:22]=1[N:27]1[CH:31]=[CH:30][C:29]([OH:32])=[N:28]1.C(=O)([O-])[O-].[K+].[K+].C(#N)C, predict the reaction product. The product is: [CH3:19][O:20][C:21]1[CH:26]=[CH:25][CH:24]=[CH:23][C:22]=1[N:27]1[CH:31]=[CH:30][C:29]([O:32][CH2:2][C:3]2[C:8]([CH:9]3[CH2:11][CH2:10]3)=[CH:7][CH:6]=[CH:5][C:4]=2[N:12]2[C:16](=[O:17])[N:15]([CH3:18])[N:14]=[N:13]2)=[N:28]1. (2) The product is: [NH:1]1[C:9]2[C:4](=[CH:5][C:6]([NH:10][C:11]3[C:12]4[C:19]5[CH2:20][CH2:21][CH:22]([C:31]([OH:36])([CH3:32])[CH3:30])[CH2:23][C:18]=5[S:17][C:13]=4[N:14]=[CH:15][N:16]=3)=[CH:7][CH:8]=2)[CH:3]=[N:2]1. Given the reactants [NH:1]1[C:9]2[C:4](=[CH:5][C:6]([NH:10][C:11]3[C:12]4[C:19]5[CH2:20][CH2:21][CH:22](C(OCC)=O)[CH2:23][C:18]=5[S:17][C:13]=4[N:14]=[CH:15][N:16]=3)=[CH:7][CH:8]=2)[CH:3]=[N:2]1.O1C[CH2:32][CH2:31][CH2:30]1.C[Li].[OH2:36], predict the reaction product. (3) Given the reactants Cl.[Cl:2][C:3]1[C:4]([N:9]2[CH2:14][CH2:13][NH:12][CH2:11][CH2:10]2)=[N:5][CH:6]=[CH:7][CH:8]=1.Cl[C:16]1[NH:20][C:19]2[CH:21]=[C:22]([C:25]([F:28])([F:27])[F:26])[CH:23]=[CH:24][C:18]=2[N:17]=1.C(N(CC)C(C)C)(C)C, predict the reaction product. The product is: [Cl:2][C:3]1[C:4]([N:9]2[CH2:10][CH2:11][N:12]([C:16]3[NH:20][C:19]4[CH:21]=[C:22]([C:25]([F:28])([F:27])[F:26])[CH:23]=[CH:24][C:18]=4[N:17]=3)[CH2:13][CH2:14]2)=[N:5][CH:6]=[CH:7][CH:8]=1.